From a dataset of HIV replication inhibition screening data with 41,000+ compounds from the AIDS Antiviral Screen. Binary Classification. Given a drug SMILES string, predict its activity (active/inactive) in a high-throughput screening assay against a specified biological target. (1) The drug is CCCCCCCCCCCCCCNCC(OCC)OCC. The result is 0 (inactive). (2) The result is 0 (inactive). The compound is CCCCCC1CCCCCCCCCC(=O)OC2C(O)C(CO)OC(OC3C(O1)OC(C)C(O)C3O)C2OC1OC(C)C(OC(=O)C(C)CC)C(OC2OC(C)C(O)C(O)C2O)C1OC(=O)C(C)CC. (3) The molecule is O=C1NC(=O)C(C(=O)C(=O)Nc2ccc(Br)cc2)C(=O)N1. The result is 0 (inactive). (4) The compound is CC(=O)CC(=O)Nc1ccc(OS(N)(=O)=O)cc1. The result is 0 (inactive). (5) The molecule is Cc1cc(-c2no[n+]([O-])c2-c2cc(C)sc2S(C)(=O)=O)c(S(C)(=O)=O)s1. The result is 0 (inactive). (6) The molecule is C[n+]1c(-c2ccc(C=CC=NNC(=O)c3ccc(C(=O)NN=CC=Cc4ccc(-c5cn6ccccc6[n+]5C)cc4)cc3)cc2)cn2ccccc21.Cc1ccc(S(=O)(O)=[OH+])cc1. The result is 0 (inactive). (7) The compound is O=C1NC(=O)C2(CCCCC2)N1. The result is 0 (inactive).